Dataset: Full USPTO retrosynthesis dataset with 1.9M reactions from patents (1976-2016). Task: Predict the reactants needed to synthesize the given product. (1) Given the product [Cl:20][C:21]1[CH:26]=[CH:25][C:24]([O:27][CH3:28])=[CH:23][C:22]=1[O:29][C:2]1[C:7]([C:8]([O:10][CH3:11])=[O:9])=[CH:6][N:5]=[C:4]([C:12]2[CH:17]=[CH:16][C:15]([CH3:18])=[C:14]([F:19])[CH:13]=2)[CH:3]=1, predict the reactants needed to synthesize it. The reactants are: Cl[C:2]1[C:7]([C:8]([O:10][CH3:11])=[O:9])=[CH:6][N:5]=[C:4]([C:12]2[CH:17]=[CH:16][C:15]([CH3:18])=[C:14]([F:19])[CH:13]=2)[CH:3]=1.[Cl:20][C:21]1[CH:26]=[CH:25][C:24]([O:27][CH3:28])=[CH:23][C:22]=1[OH:29]. (2) Given the product [C:1]12([C:11]3[CH:12]=[C:13]([C:19]4[CH:20]=[C:21]([CH:24]=[CH:25][C:26]=4[N:27]([CH3:29])[CH3:28])[CH:22]=[C:36]4[S:30][C:31]([N:37]5[CH2:41][CH2:40][CH2:39][CH2:38]5)=[N:33][C:34]4=[O:35])[CH:14]=[C:15]([F:18])[C:16]=3[OH:17])[CH2:8][CH:7]3[CH2:6][CH:5]([CH2:4][CH:3]([CH2:9]3)[CH2:2]1)[CH2:10]2, predict the reactants needed to synthesize it. The reactants are: [C:1]12([C:11]3[CH:12]=[C:13]([C:19]4[CH:20]=[C:21]([CH:24]=[CH:25][C:26]=4[N:27]([CH3:29])[CH3:28])[CH:22]=O)[CH:14]=[C:15]([F:18])[C:16]=3[OH:17])[CH2:10][CH:5]3[CH2:6][CH:7]([CH2:9][CH:3]([CH2:4]3)[CH2:2]1)[CH2:8]2.[S:30]1[CH2:36][C:34](=[O:35])[NH:33][C:31]1=S.[NH:37]1[CH2:41][CH2:40][CH2:39][CH2:38]1. (3) Given the product [NH2:19][C:14]1[CH:13]=[C:12]([CH2:11][C:10]([NH:9][CH:8]([C:5]2[CH:6]=[CH:7][C:2]([Cl:1])=[CH:3][C:4]=2[CH3:29])[C:23]2[CH:28]=[CH:27][CH:26]=[CH:25][CH:24]=2)=[O:22])[CH:17]=[CH:16][C:15]=1[OH:18], predict the reactants needed to synthesize it. The reactants are: [Cl:1][C:2]1[CH:7]=[CH:6][C:5]([CH:8]([C:23]2[CH:28]=[CH:27][CH:26]=[CH:25][CH:24]=2)[NH:9][C:10](=[O:22])[CH2:11][C:12]2[CH:17]=[CH:16][C:15]([OH:18])=[C:14]([N+:19]([O-])=O)[CH:13]=2)=[C:4]([CH3:29])[CH:3]=1.CCO. (4) Given the product [Br:1][C:2]1[CH:7]=[C:6]2[C:5](=[CH:4][C:3]=1[Cl:31])[N:16]([CH:17]1[CH2:22][CH2:21][N:20]([C:23]([O:25][C:26]([CH3:29])([CH3:28])[CH3:27])=[O:24])[CH2:19][CH2:18]1)[C:14](=[O:15])[CH:13]=[N:8]2, predict the reactants needed to synthesize it. The reactants are: [Br:1][C:2]1[C:3]([Cl:31])=[CH:4][C:5](I)=[C:6]([N:8]([CH2:13][C:14]([NH:16][CH:17]2[CH2:22][CH2:21][N:20]([C:23]([O:25][C:26]([CH3:29])([CH3:28])[CH3:27])=[O:24])[CH2:19][CH2:18]2)=[O:15])S(C)(=O)=O)[CH:7]=1.N1C2C(=CC=C3C=2N=CC=C3)C=CC=1.C([O-])([O-])=O.[Cs+].[Cs+]. (5) The reactants are: [C:1]([O:5][C:6]([N:8]1[CH2:12][C@H:11]([O:13][C:14]2[CH:19]=[CH:18][CH:17]=[C:16]([O:20][CH3:21])[CH:15]=2)[CH2:10][C@@H:9]1[C@@H:22]([OH:34])[C@@H:23]([NH2:33])[CH2:24][C:25]1[CH:30]=[C:29]([F:31])[CH:28]=[C:27]([F:32])[CH:26]=1)=[O:7])([CH3:4])([CH3:3])[CH3:2].CN1CC[O:39][CH2:38][CH2:37]1.ClCCl. Given the product [C:1]([O:5][C:6]([N:8]1[CH2:12][C@H:11]([O:13][C:14]2[CH:19]=[CH:18][CH:17]=[C:16]([O:20][CH3:21])[CH:15]=2)[CH2:10][C@@H:9]1[C@@H:22]([OH:34])[C@@H:23]([NH:33][C:38](=[O:39])[CH3:37])[CH2:24][C:25]1[CH:30]=[C:29]([F:31])[CH:28]=[C:27]([F:32])[CH:26]=1)=[O:7])([CH3:4])([CH3:2])[CH3:3], predict the reactants needed to synthesize it. (6) Given the product [C:18]1([S:24]([N:6]2[C:7]3=[N:8][CH:9]=[CH:10][C:2]([Cl:1])=[C:3]3[CH:4]=[CH:5]2)(=[O:26])=[O:25])[CH:23]=[CH:22][CH:21]=[CH:20][CH:19]=1, predict the reactants needed to synthesize it. The reactants are: [Cl:1][C:2]1[CH:10]=[CH:9][N:8]=[C:7]2[C:3]=1[CH:4]=[CH:5][NH:6]2.C(N(CC)CC)C.[C:18]1([S:24](Cl)(=[O:26])=[O:25])[CH:23]=[CH:22][CH:21]=[CH:20][CH:19]=1.C(OCC)C. (7) Given the product [Cl:1][C:2]1[CH:10]=[CH:9][C:8]2[N:7]([C:37]#[C:38][C:39]3[CH:44]=[CH:43][C:42]([F:45])=[CH:41][CH:40]=3)[C:6]3[CH2:11][CH2:12][N:13]([CH3:15])[CH2:14][C:5]=3[C:4]=2[CH:3]=1, predict the reactants needed to synthesize it. The reactants are: [Cl:1][C:2]1[CH:10]=[CH:9][C:8]2[NH:7][C:6]3[CH2:11][CH2:12][N:13]([CH3:15])[CH2:14][C:5]=3[C:4]=2[CH:3]=1.C(=O)([O-])[O-].[K+].[K+].N1C2C(=CC=C3C=2N=CC=C3)C=CC=1.Br[C:37]#[C:38][C:39]1[CH:44]=[CH:43][C:42]([F:45])=[CH:41][CH:40]=1. (8) Given the product [Cl:1][C:2]1[CH:3]=[CH:4][C:5]([O:35][CH3:36])=[C:6]([CH:34]=1)[CH2:7][CH:8]1[C:14](=[O:15])[N:13]([C:16]([NH:18][C@H:19]([CH2:31][CH3:32])[C:20]([NH:22][C:48]2[CH:60]=[CH:59][C:51]([C:52]([OH:54])=[O:53])=[CH:50][CH:49]=2)=[O:21])=[O:17])[CH2:12][C:11](=[O:33])[NH:10][CH2:9]1, predict the reactants needed to synthesize it. The reactants are: [Cl:1][C:2]1[CH:3]=[CH:4][C:5]([O:35][CH3:36])=[C:6]([CH:34]=1)[CH2:7][CH:8]1[C:14](=[O:15])[N:13]([C:16]([NH:18][CH:19]([CH2:31][CH3:32])[C:20]([NH:22]CC(OC(C)(C)C)=O)=[O:21])=[O:17])[CH2:12][C:11](=[O:33])[NH:10][CH2:9]1.Cl.C(OC(=O)CN)(C)(C)C.N[C:48]1[CH:60]=[CH:59][C:51]([C:52]([O:54]C(C)(C)C)=[O:53])=[CH:50][CH:49]=1.